This data is from HIV replication inhibition screening data with 41,000+ compounds from the AIDS Antiviral Screen. The task is: Binary Classification. Given a drug SMILES string, predict its activity (active/inactive) in a high-throughput screening assay against a specified biological target. The molecule is COC(=O)c1cc(C(=CC=O)c2cc(Cl)c(OC)c(C(=O)OC)c2)cc(Cl)c1OC. The result is 0 (inactive).